Dataset: Full USPTO retrosynthesis dataset with 1.9M reactions from patents (1976-2016). Task: Predict the reactants needed to synthesize the given product. Given the product [C:1]1(=[O:11])[CH2:2][CH2:3][CH2:4][CH2:5][CH2:6][CH2:7][CH2:8][CH2:9][CH2:10][NH:12]1, predict the reactants needed to synthesize it. The reactants are: [C:1]1(=[O:11])[CH2:10][CH2:9][CH2:8][CH2:7][CH2:6][CH2:5][CH2:4][CH2:3][CH2:2]1.[N-:12]=[N+]=[N-].[Na+].[OH-].[Na+].